The task is: Regression/Classification. Given a drug SMILES string, predict its absorption, distribution, metabolism, or excretion properties. Task type varies by dataset: regression for continuous measurements (e.g., permeability, clearance, half-life) or binary classification for categorical outcomes (e.g., BBB penetration, CYP inhibition). For this dataset (solubility_aqsoldb), we predict Y.. This data is from Aqueous solubility values for 9,982 compounds from the AqSolDB database. (1) The molecule is CC(CC(C)(C)C)CP(=O)(O)CC(C)CC(C)(C)C. The Y is -4.37 log mol/L. (2) The molecule is Nc1ccc(N=Nc2cccc(N=Nc3ccc(N)cc3N)c2)c(N)c1. The Y is -4.20 log mol/L. (3) The drug is CSC(=O)C1(OC(C)=O)C(C)CC2C3CCC4=CC(=O)C=CC4(C)C3(F)C(O)CC21C. The Y is -6.22 log mol/L. (4) The molecule is CC(C)CCCC(C)(C)O. The Y is -2.29 log mol/L. (5) The compound is CCN(CC)CCCC(C)Nc1ccnc2cc(Cl)ccc12. The Y is -2.83 log mol/L. (6) The molecule is CCCCC(Cc1cc(C(C)(C)C)c(O)c(C(C)(C)C)c1)(C(=O)OC1CC(C)(C)N(C)C(C)(C)C1)C(=O)OC1CC(C)(C)N(C)C(C)(C)C1. The Y is -5.84 log mol/L. (7) The compound is CCCCCCCCCCCC(=O)NCCC[N+](C)(C)CC(=O)[O-]. The Y is -3.14 log mol/L. (8) The Y is -2.26 log mol/L. The molecule is OC(c1ccccc1)(c1ccccc1)c1ccccc1.